This data is from Peptide-MHC class I binding affinity with 185,985 pairs from IEDB/IMGT. The task is: Regression. Given a peptide amino acid sequence and an MHC pseudo amino acid sequence, predict their binding affinity value. This is MHC class I binding data. The peptide sequence is AARHKHQVM. The MHC is HLA-A02:01 with pseudo-sequence HLA-A02:01. The binding affinity (normalized) is 0.0847.